From a dataset of Forward reaction prediction with 1.9M reactions from USPTO patents (1976-2016). Predict the product of the given reaction. (1) Given the reactants I[C:2]1[CH:3]=[C:4]([CH:17]=[CH:18][CH:19]=1)[O:5][C:6]1[C:15]2[C:10](=[CH:11][CH:12]=[CH:13][CH:14]=2)[NH:9][C:8](=[O:16])[CH:7]=1.[CH2:20]([NH2:27])[C:21]1[CH:26]=[CH:25][CH:24]=[CH:23][CH:22]=1.C([O-])(=O)C.[Cs+].CS(C)=O, predict the reaction product. The product is: [CH2:20]([NH:27][C:2]1[CH:3]=[C:4]([CH:17]=[CH:18][CH:19]=1)[O:5][C:6]1[C:15]2[C:10](=[CH:11][CH:12]=[CH:13][CH:14]=2)[NH:9][C:8](=[O:16])[CH:7]=1)[C:21]1[CH:26]=[CH:25][CH:24]=[CH:23][CH:22]=1. (2) Given the reactants [CH:1]([N:14]1[CH2:17][CH:16]([CH2:18][O:19][C:20]2[C:28]([CH:29]3[CH2:31][CH2:30]3)=[CH:27][C:23]([C:24]([OH:26])=O)=[C:22]([F:32])[CH:21]=2)[CH2:15]1)([C:8]1[CH:13]=[CH:12][CH:11]=[CH:10][CH:9]=1)[C:2]1[CH:7]=[CH:6][CH:5]=[CH:4][CH:3]=1.[CH2:33]([S:35]([NH2:38])(=[O:37])=[O:36])[CH3:34].CN(C(ON1N=NC2C=CC=CC1=2)=[N+](C)C)C.F[P-](F)(F)(F)(F)F.CCN(C(C)C)C(C)C, predict the reaction product. The product is: [CH:1]([N:14]1[CH2:17][CH:16]([CH2:18][O:19][C:20]2[C:28]([CH:29]3[CH2:30][CH2:31]3)=[CH:27][C:23]([C:24]([NH:38][S:35]([CH2:33][CH3:34])(=[O:37])=[O:36])=[O:26])=[C:22]([F:32])[CH:21]=2)[CH2:15]1)([C:2]1[CH:7]=[CH:6][CH:5]=[CH:4][CH:3]=1)[C:8]1[CH:9]=[CH:10][CH:11]=[CH:12][CH:13]=1. (3) Given the reactants Cl[C:2]1[CH:3]=[C:4]([C:9]2[N:13]3[CH:14]=[CH:15][C:16]([C:19]([OH:22])([CH3:21])[CH3:20])=[C:17]([F:18])[C:12]3=[N:11][CH:10]=2)[CH:5]=[CH:6][C:7]=1[F:8].[Cl:23][C:24]1[CH:25]=[C:26](B(O)O)[CH:27]=[CH:28][C:29]=1[F:30], predict the reaction product. The product is: [Cl:23][C:24]1[CH:25]=[C:26]([C:2]2[CH:3]=[C:4]([C:9]3[N:13]4[CH:14]=[CH:15][C:16]([C:19]([OH:22])([CH3:20])[CH3:21])=[C:17]([F:18])[C:12]4=[N:11][CH:10]=3)[CH:5]=[CH:6][C:7]=2[F:8])[CH:27]=[CH:28][C:29]=1[F:30]. (4) Given the reactants [C:1]([O:4][C:5](=[O:7])[CH3:6])(=O)[CH3:2].[OH:8][C:9]1[CH:14]=[CH:13]C(O)=[C:11](C)[CH:10]=1.C(=O)([O-])[O-].[Cs+].[Cs+], predict the reaction product. The product is: [C:5]([O:4][C:1]1[CH:11]=[CH:10][C:9]([OH:8])=[C:14]([CH3:13])[CH:2]=1)(=[O:7])[CH3:6]. (5) The product is: [C:5](=[O:6])([O-:8])[O-:7].[Nd+3:2].[C:10](=[O:11])([O-:13])[O-:12].[C:5](=[O:6])([O-:8])[O-:7].[Nd+3:2]. Given the reactants [Cl-].[Nd+3:2].[Cl-].[Cl-].[C:5](=[O:8])([OH:7])[O-:6].[Mg+2].[C:10](=[O:13])([OH:12])[O-:11].[Nd], predict the reaction product. (6) Given the reactants [N:1]1[CH:6]=[CH:5][CH:4]=[CH:3][C:2]=1[C:7]1[N:8]=[C:9]2[C:15]([C:16]([OH:18])=O)=[CH:14][N:13](COCC[Si](C)(C)C)[C:10]2=[N:11][CH:12]=1.C1(C2N=C3C(C(O)=O)=CN(COCC[Si](C)(C)C)C3=NC=2)CC1.[CH3:50][C@H:51]([NH2:56])[C:52]([CH3:55])([CH3:54])[CH3:53].C(N)(C)C.[OH-].[Na+], predict the reaction product. The product is: [CH3:50][C@H:51]([NH:56][C:16]([C:15]1[C:9]2[C:10](=[N:11][CH:12]=[C:7]([C:2]3[CH:3]=[CH:4][CH:5]=[CH:6][N:1]=3)[N:8]=2)[NH:13][CH:14]=1)=[O:18])[C:52]([CH3:55])([CH3:54])[CH3:53]. (7) Given the reactants CON(C)[C:4]([C:6]1[C:15](=[O:16])[C:14]2[C:9](=[CH:10][CH:11]=[CH:12][CH:13]=2)[N:8]([CH2:17][C:18]2[CH:23]=[CH:22][CH:21]=[C:20]([Br:24])[N:19]=2)[CH:7]=1)=[O:5].[CH3:26][C:27]1[CH:32]=[C:31]([CH3:33])[CH:30]=[CH:29][C:28]=1[Mg]Br, predict the reaction product. The product is: [Br:24][C:20]1[N:19]=[C:18]([CH2:17][N:8]2[C:9]3[C:14](=[CH:13][CH:12]=[CH:11][CH:10]=3)[C:15](=[O:16])[C:6]([C:4](=[O:5])[C:28]3[CH:29]=[CH:30][C:31]([CH3:33])=[CH:32][C:27]=3[CH3:26])=[CH:7]2)[CH:23]=[CH:22][CH:21]=1. (8) The product is: [Cl:40][C:41]1[CH:42]=[CH:43][C:44]([C:47]2[C:53]3[C:54]([CH3:58])=[C:55]([CH3:57])[S:56][C:52]=3[N:51]3[C:59]([CH3:62])=[N:60][N:61]=[C:50]3[C@H:49]([CH2:63][C:64]([NH:1][C:2]3[CH:3]=[CH:4][C:5]([O:6][CH2:7][CH2:8][O:9][CH2:10][CH2:11][O:12][CH2:13][CH2:14][O:15][CH2:16][CH2:17][NH:18][C:19]4[CH:27]=[CH:26][CH:25]=[C:24]5[C:20]=4[C:21](=[O:37])[N:22]([CH:29]4[CH2:34][CH2:33][C:32](=[O:35])[NH:31][C:30]4=[O:36])[C:23]5=[O:28])=[CH:38][CH:39]=3)=[O:65])[N:48]=2)=[CH:45][CH:46]=1. Given the reactants [NH2:1][C:2]1[CH:39]=[CH:38][C:5]([O:6][CH2:7][CH2:8][O:9][CH2:10][CH2:11][O:12][CH2:13][CH2:14][O:15][CH2:16][CH2:17][NH:18][C:19]2[CH:27]=[CH:26][CH:25]=[C:24]3[C:20]=2[C:21](=[O:37])[N:22]([CH:29]2[CH2:34][CH2:33][C:32](=[O:35])[NH:31][C:30]2=[O:36])[C:23]3=[O:28])=[CH:4][CH:3]=1.[Cl:40][C:41]1[CH:46]=[CH:45][C:44]([C:47]2[C:53]3[C:54]([CH3:58])=[C:55]([CH3:57])[S:56][C:52]=3[N:51]3[C:59]([CH3:62])=[N:60][N:61]=[C:50]3[C@H:49]([CH2:63][C:64](O)=[O:65])[N:48]=2)=[CH:43][CH:42]=1.C(N(C(C)C)C(C)C)C.F[P-](F)(F)(F)(F)F.N1(OC(N(C)C)=[N+](C)C)C2N=CC=CC=2N=N1, predict the reaction product. (9) Given the reactants C[O:2][C:3](=[O:20])[CH2:4][C:5]1[CH:10]=[CH:9][C:8](B2OC(C)(C)C(C)(C)O2)=[CH:7][CH:6]=1.[O-]P([O-])([O-])=O.[K+].[K+].[K+].C(Cl)Cl.Cl[C:33]1[CH:38]=[C:37]([N:39](COCC[Si](C)(C)C)COCC[Si](C)(C)C)[N:36]2[N:56]=[CH:57][C:58]([C:59]3[CH:60]=[N:61][C:62]4[C:67]([CH:68]=3)=[CH:66][CH:65]=[CH:64][CH:63]=4)=[C:35]2[N:34]=1, predict the reaction product. The product is: [NH2:39][C:37]1[N:36]2[N:56]=[CH:57][C:58]([C:59]3[CH:60]=[N:61][C:62]4[C:67]([CH:68]=3)=[CH:66][CH:65]=[CH:64][CH:63]=4)=[C:35]2[N:34]=[C:33]([C:8]2[CH:7]=[CH:6][C:5]([CH2:4][C:3]([OH:2])=[O:20])=[CH:10][CH:9]=2)[CH:38]=1. (10) The product is: [O:19]1[CH2:20][CH:21]=[C:16]([C:15]2[C:14]([O:8][C:5]3[CH:6]=[CH:7][C:2]([NH2:1])=[CH:3][CH:4]=3)=[N:13][CH:12]=[N:11][CH:10]=2)[CH2:17][CH2:18]1. Given the reactants [NH2:1][C:2]1[CH:7]=[CH:6][C:5]([OH:8])=[CH:4][CH:3]=1.Cl[C:10]1[C:15]([C:16]2[CH2:17][CH2:18][O:19][CH2:20][CH:21]=2)=[CH:14][N:13]=[CH:12][N:11]=1.C(=O)([O-])[O-].[Cs+].[Cs+].CS(C)=O, predict the reaction product.